This data is from Merck oncology drug combination screen with 23,052 pairs across 39 cell lines. The task is: Regression. Given two drug SMILES strings and cell line genomic features, predict the synergy score measuring deviation from expected non-interaction effect. (1) Drug 1: O=P1(N(CCCl)CCCl)NCCCO1. Drug 2: O=C(NOCC(O)CO)c1ccc(F)c(F)c1Nc1ccc(I)cc1F. Cell line: EFM192B. Synergy scores: synergy=-2.57. (2) Cell line: MSTO. Synergy scores: synergy=87.5. Drug 1: CS(=O)(=O)CCNCc1ccc(-c2ccc3ncnc(Nc4ccc(OCc5cccc(F)c5)c(Cl)c4)c3c2)o1. Drug 2: CC(C)CC(NC(=O)C(Cc1ccccc1)NC(=O)c1cnccn1)B(O)O. (3) Drug 1: NC1(c2ccc(-c3nc4ccn5c(=O)[nH]nc5c4cc3-c3ccccc3)cc2)CCC1. Drug 2: Cn1cc(-c2cnn3c(N)c(Br)c(C4CCCNC4)nc23)cn1. Cell line: OV90. Synergy scores: synergy=15.1. (4) Drug 1: NC(=O)c1cccc2cn(-c3ccc(C4CCCNC4)cc3)nc12. Drug 2: O=C(NOCC(O)CO)c1ccc(F)c(F)c1Nc1ccc(I)cc1F. Cell line: SW837. Synergy scores: synergy=9.61.